Dataset: Reaction yield outcomes from USPTO patents with 853,638 reactions. Task: Predict the reaction yield, written as a fraction of the theoretical maximum amount of product (1.0 means a 100% yield; for example, 0.34 means a 34% yield). (1) The reactants are C([N:8]1[CH2:11][CH:10]([O:12][C:13]2[N:18]=[CH:17][N:16]=[C:15]3[N:19]([C:22]4[CH:27]=[CH:26][C:25]([S:28]([CH3:31])(=[O:30])=[O:29])=[CH:24][CH:23]=4)[N:20]=[CH:21][C:14]=23)[CH2:9]1)C1C=CC=CC=1.[H][H]. The catalyst is C(OCC)(=O)C.CO.[Pd]. The product is [NH:8]1[CH2:9][CH:10]([O:12][C:13]2[N:18]=[CH:17][N:16]=[C:15]3[N:19]([C:22]4[CH:23]=[CH:24][C:25]([S:28]([CH3:31])(=[O:30])=[O:29])=[CH:26][CH:27]=4)[N:20]=[CH:21][C:14]=23)[CH2:11]1. The yield is 0.0500. (2) The reactants are [Br:1][CH2:2][C@@:3]([OH:16])([CH3:15])[C:4]([NH:6][C:7]1[CH:12]=[CH:11][C:10]([O:13]C)=[CH:9][CH:8]=1)=[O:5].B(Br)(Br)Br. The catalyst is C(Cl)Cl. The product is [Br:1][CH2:2][C@@:3]([OH:16])([CH3:15])[C:4]([NH:6][C:7]1[CH:12]=[CH:11][C:10]([OH:13])=[CH:9][CH:8]=1)=[O:5]. The yield is 0.979. (3) The reactants are Br[C:2]1[CH:3]=[C:4]2[C:9](=[CH:10][CH:11]=1)[N:8]([C:12]([CH:14]1[CH2:19][CH2:18][CH2:17][CH2:16][CH2:15]1)=[O:13])[CH:7]([CH2:20][N:21]1[CH2:26][CH2:25][N:24]([C:27]3[CH:35]=[CH:34][CH:33]=[C:32]4[C:28]=3[CH:29]=[CH:30][NH:31]4)[CH2:23][CH2:22]1)[CH2:6][CH2:5]2.[C:36]1(OB(O)O)[CH:41]=[CH:40][CH:39]=[CH:38][CH:37]=1.C([O-])([O-])=O.[K+].[K+]. The catalyst is O.[Pd].C1(P(C2C=CC=CC=2)C2C=CC=CC=2)C=CC=CC=1.C1(P(C2C=CC=CC=2)C2C=CC=CC=2)C=CC=CC=1.C1(P(C2C=CC=CC=2)C2C=CC=CC=2)C=CC=CC=1.C1(P(C2C=CC=CC=2)C2C=CC=CC=2)C=CC=CC=1. The product is [CH:14]1([C:12]([N:8]2[C:9]3[C:4](=[CH:3][C:2]([C:36]4[CH:41]=[CH:40][CH:39]=[CH:38][CH:37]=4)=[CH:11][CH:10]=3)[CH2:5][CH2:6][CH:7]2[CH2:20][N:21]2[CH2:26][CH2:25][N:24]([C:27]3[CH:35]=[CH:34][CH:33]=[C:32]4[C:28]=3[CH:29]=[CH:30][NH:31]4)[CH2:23][CH2:22]2)=[O:13])[CH2:15][CH2:16][CH2:17][CH2:18][CH2:19]1. The yield is 0.100. (4) The reactants are [Cl:1][C:2]1[CH:3]=[C:4]([CH2:8][O:9][C:10]2[CH:19]=[C:18]3[C:13]([CH:14]=[C:15]([C:20]([O:22][CH2:23]C)=[O:21])[CH:16]=[N:17]3)=[CH:12][CH:11]=2)[CH:5]=[CH:6][CH:7]=1.C([O-])([O-])=O.[K+].[K+]. The catalyst is CO.C1COCC1. The product is [Cl:1][C:2]1[CH:3]=[C:4]([CH:5]=[CH:6][CH:7]=1)[CH2:8][O:9][C:10]1[CH:19]=[C:18]2[C:13]([CH:14]=[C:15]([C:20]([O:22][CH3:23])=[O:21])[CH:16]=[N:17]2)=[CH:12][CH:11]=1. The yield is 0.630.